This data is from Retrosynthesis with 50K atom-mapped reactions and 10 reaction types from USPTO. The task is: Predict the reactants needed to synthesize the given product. (1) Given the product COc1ncc(C(F)(F)F)cc1Br, predict the reactants needed to synthesize it. The reactants are: C[O-].FC(F)(F)c1cnc(Cl)c(Br)c1. (2) The reactants are: CC(=O)OCC(=O)[C@@]12OCO[C@@H]1C[C@H]1[C@@H]3CCC4=CC(=O)C=C[C@]4(C)[C@H]3[C@@H](O)C[C@@]12C. Given the product C[C@]12C[C@H](O)[C@H]3[C@@H](CCC4=CC(=O)C=C[C@@]43C)[C@@H]1C[C@H]1OCO[C@]12C(=O)CO, predict the reactants needed to synthesize it. (3) Given the product COC(=O)c1cc(N)cc(C=NO)c1, predict the reactants needed to synthesize it. The reactants are: COC(=O)c1cc(C=NO)cc([N+](=O)[O-])c1. (4) Given the product CCC(Oc1ccccc1)c1ccc(Br)cc1, predict the reactants needed to synthesize it. The reactants are: CCC(O)c1ccc(Br)cc1.Oc1ccccc1. (5) Given the product O=[N+]([O-])c1ccccc1Nc1ccccc1F, predict the reactants needed to synthesize it. The reactants are: Nc1ccccc1F.O=[N+]([O-])c1ccccc1F. (6) Given the product CC(C)NC(=O)OC1SCN(c2ccccc2)C1=O, predict the reactants needed to synthesize it. The reactants are: CC(C)N=C=O.O=C1C(O)SCN1c1ccccc1. (7) Given the product COc1ccc2c(=O)n(C)c(C3CCCNC3)c(-c3ccccc3)c2c1, predict the reactants needed to synthesize it. The reactants are: COc1ccc2c(=O)n(C)c(C3CCCN(C(=O)OCc4ccccc4)C3)c(-c3ccccc3)c2c1. (8) Given the product O=C(NCCCO)c1cc([N+](=O)[O-])c(Sc2c(Cl)cncc2Cl)s1, predict the reactants needed to synthesize it. The reactants are: CC(C)(C)[Si](C)(C)OCCCNC(=O)c1cc([N+](=O)[O-])c(Sc2c(Cl)cncc2Cl)s1.